Dataset: Forward reaction prediction with 1.9M reactions from USPTO patents (1976-2016). Task: Predict the product of the given reaction. (1) Given the reactants [NH2:1][C:2]1[O:3][CH2:4][C:5]2([C@H:15]3[CH2:16][N:17]([C:20]([O:22][CH2:23][C:24]4[CH:29]=[CH:28][CH:27]=[CH:26][CH:25]=4)=[O:21])[CH2:18][CH2:19][C@@H:14]3[O:13][C:12]3[CH:11]=[CH:10][C:9](Br)=[CH:8][C:7]2=3)[N:6]=1.[F:31][C:32]1[C:37](B(O)O)=[CH:36][CH:35]=[CH:34][N:33]=1.C([O-])([O-])=O.[Na+].[Na+], predict the reaction product. The product is: [NH2:1][C:2]1[O:3][CH2:4][C:5]2([C@H:15]3[CH2:16][N:17]([C:20]([O:22][CH2:23][C:24]4[CH:29]=[CH:28][CH:27]=[CH:26][CH:25]=4)=[O:21])[CH2:18][CH2:19][C@@H:14]3[O:13][C:12]3[CH:11]=[CH:10][C:9]([C:37]4[C:32]([F:31])=[N:33][CH:34]=[CH:35][CH:36]=4)=[CH:8][C:7]2=3)[N:6]=1. (2) Given the reactants C(OC([N:8]1[CH2:13][CH2:12][CH:11]([N:14]2[CH2:20][CH2:19][C:18]3[CH:21]=[CH:22][CH:23]=[CH:24][C:17]=3[NH:16][C:15]2=[O:25])[CH2:10][CH2:9]1)=O)(C)(C)C.[ClH:26], predict the reaction product. The product is: [ClH:26].[NH:8]1[CH2:9][CH2:10][CH:11]([N:14]2[CH2:20][CH2:19][C:18]3[CH:21]=[CH:22][CH:23]=[CH:24][C:17]=3[NH:16][C:15]2=[O:25])[CH2:12][CH2:13]1. (3) Given the reactants Br[C:2]1[S:3][C:4]([C:8]([NH:10][CH2:11][C:12]2[CH:13]=[N:14][CH:15]=[CH:16][CH:17]=2)=[O:9])=[C:5]([CH3:7])[N:6]=1.[CH2:18]([O:25][CH2:26][N:27]1[N:31]=[N:30][C:29]([Sn](CCCC)(CCCC)CCCC)=[N:28]1)[C:19]1[CH:24]=[CH:23][CH:22]=[CH:21][CH:20]=1, predict the reaction product. The product is: [CH2:18]([O:25][CH2:26][N:27]1[N:31]=[N:30][C:29]([C:2]2[S:3][C:4]([C:8]([NH:10][CH2:11][C:12]3[CH:13]=[N:14][CH:15]=[CH:16][CH:17]=3)=[O:9])=[C:5]([CH3:7])[N:6]=2)=[N:28]1)[C:19]1[CH:20]=[CH:21][CH:22]=[CH:23][CH:24]=1. (4) Given the reactants [CH:1]([C:4]1[CH:9]=[CH:8][C:7]([C:10](=O)[CH2:11][O:12][C:13]2[CH:18]=[C:17]([CH3:19])[CH:16]=[C:15]([CH3:20])[CH:14]=2)=[CH:6][CH:5]=1)([CH3:3])[CH3:2].O.[O-2].[O-2].[O-2].O=[Si]=O.O=[Si]=O.O=[Si]=O.O=[Si]=O.[Al+3].[Al+3], predict the reaction product. The product is: [CH:1]([C:4]1[CH:9]=[CH:8][C:7]([C:10]2[C:14]3[C:15]([CH3:20])=[CH:16][C:17]([CH3:19])=[CH:18][C:13]=3[O:12][CH:11]=2)=[CH:6][CH:5]=1)([CH3:3])[CH3:2]. (5) Given the reactants [CH3:1][CH:2]([CH3:12])[CH:3]([C:6]1[CH:11]=[CH:10][CH:9]=[CH:8][CH:7]=1)[C:4]#[N:5].[CH2:13](N)[CH2:14][NH2:15], predict the reaction product. The product is: [CH3:1][CH:2]([CH3:12])[CH:3]([C:4]1[NH:5][CH2:13][CH2:14][N:15]=1)[C:6]1[CH:11]=[CH:10][CH:9]=[CH:8][CH:7]=1. (6) Given the reactants [OH:1][CH2:2][C:3]([C:5]1[CH:12]=[CH:11][C:8]([C:9]#[N:10])=[CH:7][CH:6]=1)=O.[C:13]([O:17][C:18](=[O:21])[CH2:19][NH2:20])([CH3:16])([CH3:15])[CH3:14].C([BH3-])#N.[Na+].C(O)(=O)C, predict the reaction product. The product is: [C:9]([C:8]1[CH:11]=[CH:12][C:5]([CH:3]([NH:20][CH2:19][C:18]([O:17][C:13]([CH3:16])([CH3:15])[CH3:14])=[O:21])[CH2:2][OH:1])=[CH:6][CH:7]=1)#[N:10]. (7) Given the reactants Cl[CH2:2][C:3]([N:5]1[CH2:10][CH2:9][N:8]([C:11]2[CH:16]=[CH:15][C:14]([Cl:17])=[C:13]([O:18][CH3:19])[CH:12]=2)[CH2:7][CH2:6]1)=[O:4].[C:20]1([CH:26]2[CH2:30][O:29][C:28](=[O:31])[NH:27]2)[CH:25]=[CH:24][CH:23]=[CH:22][CH:21]=1.C([O-])([O-])=O.[Cs+].[Cs+], predict the reaction product. The product is: [Cl:17][C:14]1[CH:15]=[CH:16][C:11]([N:8]2[CH2:9][CH2:10][N:5]([C:3](=[O:4])[CH2:2][N:27]3[CH:26]([C:20]4[CH:25]=[CH:24][CH:23]=[CH:22][CH:21]=4)[CH2:30][O:29][C:28]3=[O:31])[CH2:6][CH2:7]2)=[CH:12][C:13]=1[O:18][CH3:19].